From a dataset of Forward reaction prediction with 1.9M reactions from USPTO patents (1976-2016). Predict the product of the given reaction. (1) Given the reactants [CH2:1]([O:8][C:9](=[O:22])[NH:10][C@H:11]1[CH2:19][C:18]2[C:13](=[CH:14][CH:15]=[C:16]([CH2:20]O)[CH:17]=2)[CH2:12]1)[C:2]1[CH:7]=[CH:6][CH:5]=[CH:4][CH:3]=1.S(Cl)(Cl)=O.C(=O)([O-])[O-].[K+].[K+].[F:33][C:34]([F:43])([F:42])[C:35]1[C:39]([CH2:40][OH:41])=[CH:38][NH:37][N:36]=1, predict the reaction product. The product is: [OH:41][CH2:40][C:39]1[C:35]([C:34]([F:43])([F:42])[F:33])=[N:36][N:37]([CH2:20][C:16]2[CH:17]=[C:18]3[C:13](=[CH:14][CH:15]=2)[CH2:12][C@@H:11]([NH:10][C:9](=[O:22])[O:8][CH2:1][C:2]2[CH:7]=[CH:6][CH:5]=[CH:4][CH:3]=2)[CH2:19]3)[CH:38]=1. (2) Given the reactants [O:1]1[C@@H:3]2[CH:4]=[C:5]3[C@@H:21]([C@@:22]4([CH3:28])[CH2:23][CH2:24][C@H:25]([OH:27])[CH2:26][C@@:2]124)[CH2:20][CH2:19][C@@:18]1([CH3:29])[C@H:6]3[CH2:7][CH2:8][C@@H:9]1[C@H:10]([CH3:17])[CH2:11][CH2:12][CH2:13][CH:14]([CH3:16])[CH3:15], predict the reaction product. The product is: [CH3:16][CH:14]([CH2:13][CH2:12][CH2:11][C@H:10]([C@@H:9]1[C@:18]2([CH3:29])[C@H:6]([C:5]3[C@H:21]([CH2:20][CH2:19]2)[C@:22]2([CH3:28])[C@@:2]([OH:1])([CH2:26][C@@H:25]([OH:27])[CH2:24][CH2:23]2)[CH2:3][CH:4]=3)[CH2:7][CH2:8]1)[CH3:17])[CH3:15]. (3) Given the reactants Cl.C([O:10][CH2:11][CH2:12][O:13][CH2:14][CH2:15][N:16]1[C:24]2[C:23]([NH:25][C:26]3[CH:41]=[CH:40][C:29]([O:30][C:31]4[CH:32]=[C:33]([CH:37]=[CH:38][CH:39]=4)[C:34]([OH:36])=O)=[C:28]([Cl:42])[CH:27]=3)=[N:22][CH:21]=[N:20][C:19]=2[CH:18]=[CH:17]1)(=O)C1C=CC=CC=1.[CH2:43]([NH2:48])[C:44]([CH3:47])([CH3:46])[CH3:45].Cl.C(N=C=NCCCN(C)C)C.ON1C2C=CC=CC=2N=N1.[OH-].[Na+], predict the reaction product. The product is: [Cl:42][C:28]1[CH:27]=[C:26]([NH:25][C:23]2[C:24]3[N:16]([CH2:15][CH2:14][O:13][CH2:12][CH2:11][OH:10])[CH:17]=[CH:18][C:19]=3[N:20]=[CH:21][N:22]=2)[CH:41]=[CH:40][C:29]=1[O:30][C:31]1[CH:32]=[C:33]([CH:37]=[CH:38][CH:39]=1)[C:34]([NH:48][CH2:43][C:44]([CH3:47])([CH3:46])[CH3:45])=[O:36]. (4) Given the reactants [C:1]([O:5][CH2:6][CH3:7])(=[O:4])[CH:2]=[CH2:3].[NH2:8][C@@H:9]([CH2:11][OH:12])[CH3:10].[C:13]([O:17][C:18](O[C:18]([O:17][C:13]([CH3:16])([CH3:15])[CH3:14])=[O:19])=[O:19])([CH3:16])([CH3:15])[CH3:14], predict the reaction product. The product is: [CH2:6]([O:5][C:1](=[O:4])[CH2:2][CH2:3][N:8]([C:18]([O:17][C:13]([CH3:16])([CH3:15])[CH3:14])=[O:19])[C@H:9]([CH3:10])[CH2:11][OH:12])[CH3:7]. (5) Given the reactants [CH3:1][O:2][C:3](=[O:18])[C:4]1[CH:9]=[C:8](F)[C:7]([C:11]([F:14])([F:13])[F:12])=[CH:6][C:5]=1[N+:15]([O-:17])=[O:16].[NH:19]1[CH:23]=[C:22]([C:24]#[N:25])[N:21]=[CH:20]1.C(N(C(C)C)C(C)C)C, predict the reaction product. The product is: [CH3:1][O:2][C:3](=[O:18])[C:4]1[CH:9]=[C:8]([N:19]2[CH:23]=[C:22]([C:24]#[N:25])[N:21]=[CH:20]2)[C:7]([C:11]([F:14])([F:13])[F:12])=[CH:6][C:5]=1[N+:15]([O-:17])=[O:16].